The task is: Predict the reaction yield, written as a fraction of the theoretical maximum amount of product (1.0 means a 100% yield; for example, 0.34 means a 34% yield).. This data is from Reaction yield outcomes from USPTO patents with 853,638 reactions. (1) The product is [Br:27][C:28]1[C:13]([N:10]2[CH2:9][CH2:8][N:7]([CH2:6][C:5]3[S:1][CH:2]=[N:3][CH:4]=3)[CH2:12][CH2:11]2)=[C:30]([N+:35]([O-:37])=[O:36])[C:31]([NH2:34])=[N:32][CH:33]=1. The catalyst is C(Cl)Cl. The yield is 0.670. The reactants are [S:1]1[C:5]([CH2:6][N:7]2[CH2:12][CH2:11][N:10]([C:13](OC(C)(C)C)=O)[CH2:9][CH2:8]2)=[CH:4][N:3]=[CH:2]1.C(O)(C(F)(F)F)=O.[Br:27][C:28]1C(Cl)=[C:30]([N+:35]([O-:37])=[O:36])[C:31]([NH2:34])=[N:32][CH:33]=1. (2) The reactants are [Cl:1][C:2]1[C:3]([CH2:10][CH3:11])=[N:4][CH:5]=[C:6]([CH2:8]Cl)[CH:7]=1.[C-:12]#[N:13].[K+]. The catalyst is CN(C)C=O.O.[Na+].[Cl-]. The product is [Cl:1][C:2]1[CH:7]=[C:6]([CH2:8][C:12]#[N:13])[CH:5]=[N:4][C:3]=1[CH2:10][CH3:11]. The yield is 0.900. (3) The reactants are [Cl:1][C:2]1[N:7]=[CH:6][C:5]([C:8]2[CH:17]=[C:16]3[C:11]([N:12]=[CH:13][C:14]([N:18]4[CH2:23][CH2:22][N:21](C(OC(C)(C)C)=O)[CH2:20][CH2:19]4)=[N:15]3)=[CH:10][CH:9]=2)=[CH:4][C:3]=1[NH:31][S:32]([C:35]1[CH:40]=[CH:39][CH:38]=[CH:37][CH:36]=1)(=[O:34])=[O:33].FC(F)(F)C(O)=O. The catalyst is C(#N)C. The product is [Cl:1][C:2]1[C:3]([NH:31][S:32]([C:35]2[CH:36]=[CH:37][CH:38]=[CH:39][CH:40]=2)(=[O:33])=[O:34])=[CH:4][C:5]([C:8]2[CH:17]=[C:16]3[C:11](=[CH:10][CH:9]=2)[N:12]=[CH:13][C:14]([N:18]2[CH2:19][CH2:20][NH:21][CH2:22][CH2:23]2)=[N:15]3)=[CH:6][N:7]=1. The yield is 0.650. (4) The reactants are Cl.[C:2]([CH2:4][C:5](=[NH:9])OCC)#[N:3].[CH:10]([NH:13][CH2:14][CH2:15]N)([CH3:12])[CH3:11].C([O-])(O)=O.[Na+]. The catalyst is C(Cl)Cl. The product is [CH:10]([N:13]1[CH2:14][CH2:15][N:9]=[C:5]1[CH2:4][C:2]#[N:3])([CH3:12])[CH3:11]. The yield is 0.620. (5) The reactants are [Li]CCCC.C(NC(C)C)(C)C.[Br:13][C:14]1[CH:19]=[N:18][C:17]([O:20][CH3:21])=[C:16]2[N:22]([S:25]([C:28]3[CH:34]=[CH:33][C:31]([CH3:32])=[CH:30][CH:29]=3)(=[O:27])=[O:26])[CH:23]=[CH:24][C:15]=12.[Li].[I:36]I.[O-]S([O-])(=S)=O.[Na+].[Na+]. The catalyst is O1CCCC1. The product is [Br:13][C:14]1[CH:19]=[N:18][C:17]([O:20][CH3:21])=[C:16]2[N:22]([S:25]([C:28]3[CH:34]=[CH:33][C:31]([CH3:32])=[CH:30][CH:29]=3)(=[O:27])=[O:26])[C:23]([I:36])=[CH:24][C:15]=12. The yield is 0.523. (6) The reactants are FC(F)(F)C1C=CC(CBr)=CC=1.Br[CH2:14][C:15]1[CH:23]=[CH:22][C:18]2=[N:19][S:20][N:21]=[C:17]2[CH:16]=1.[CH3:24][C:25]1[N:26]=[C:27]([N:35]2[CH2:39][CH2:38][NH:37][C:36]2=[O:40])[S:28][C:29]=1[C:30]([O:32][CH2:33][CH3:34])=[O:31]. No catalyst specified. The product is [N:19]1[S:20][N:21]=[C:17]2[CH:16]=[C:15]([CH2:14][N:37]3[CH2:38][CH2:39][N:35]([C:27]4[S:28][C:29]([C:30]([O:32][CH2:33][CH3:34])=[O:31])=[C:25]([CH3:24])[N:26]=4)[C:36]3=[O:40])[CH:23]=[CH:22][C:18]=12. The yield is 0.820. (7) The reactants are [CH3:1][O:2][C:3]1[CH:4]=[C:5]2[C:8](=[CH:9][C:10]=1[O:11][CH3:12])[CH:7]([NH:13][C:14](=O)OCC)[CH2:6]2.[H-].[H-].[H-].[H-].[Li+].[Al+3].O.[OH-].[Na+]. The catalyst is C1COCC1. The product is [CH3:1][O:2][C:3]1[CH:4]=[C:5]2[C:8](=[CH:9][C:10]=1[O:11][CH3:12])[CH:7]([NH:13][CH3:14])[CH2:6]2. The yield is 0.920.